This data is from Forward reaction prediction with 1.9M reactions from USPTO patents (1976-2016). The task is: Predict the product of the given reaction. Given the reactants Cl[C:2]1[C:11]([C:12]([OH:14])=[O:13])=[CH:10][C:9]2[C:4](=[CH:5][CH:6]=[C:7]([Cl:15])[CH:8]=2)[N:3]=1.[NH2:16][C@@H:17]([CH2:21][C:22]1[CH:27]=[CH:26][C:25]([O:28][C:29]2[CH:38]=[CH:37][C:36]3[C:31](=[N:32][CH:33]=[C:34]([Br:39])[CH:35]=3)[N:30]=2)=[CH:24][CH:23]=1)[C:18]([OH:20])=[O:19], predict the reaction product. The product is: [Br:39][C:34]1[CH:35]=[C:36]2[C:31](=[N:32][CH:33]=1)[N:30]=[C:29]([O:28][C:25]1[CH:24]=[CH:23][C:22]([CH2:21][C@H:17]([NH:16][C:2]3[C:11]([C:12]([OH:14])=[O:13])=[CH:10][C:9]4[C:4](=[CH:5][CH:6]=[C:7]([Cl:15])[CH:8]=4)[N:3]=3)[C:18]([OH:20])=[O:19])=[CH:27][CH:26]=1)[CH:38]=[CH:37]2.